From a dataset of Full USPTO retrosynthesis dataset with 1.9M reactions from patents (1976-2016). Predict the reactants needed to synthesize the given product. (1) Given the product [CH3:1][C:2]1[C:6]([C:7]2[N:8]([C:22]3[CH:23]=[CH:24][C:25]([OH:28])=[CH:26][CH:27]=3)[C:9]3[C:14]([C:15]=2[C:16](=[O:21])[C:17]([F:20])([F:18])[F:19])=[CH:13][CH:12]=[CH:11][CH:10]=3)=[C:5]([CH3:30])[O:4][N:3]=1, predict the reactants needed to synthesize it. The reactants are: [CH3:1][C:2]1[C:6]([C:7]2[N:8]([C:22]3[CH:27]=[CH:26][C:25]([O:28]C)=[CH:24][CH:23]=3)[C:9]3[C:14]([C:15]=2[C:16](=[O:21])[C:17]([F:20])([F:19])[F:18])=[CH:13][CH:12]=[CH:11][CH:10]=3)=[C:5]([CH3:30])[O:4][N:3]=1.B(Br)(Br)Br.O.O1CCOCC1. (2) Given the product [CH2:2]([O:4][C:5](=[O:9])[CH2:6][CH2:7][NH:8][CH:10]1[CH2:14][CH2:13][CH2:12][CH2:11]1)[CH3:3], predict the reactants needed to synthesize it. The reactants are: Cl.[CH2:2]([O:4][C:5](=[O:9])[CH2:6][CH2:7][NH2:8])[CH3:3].[C:10]1(=O)[CH2:14][CH2:13][CH2:12][CH2:11]1.C([O-])(=O)C.[Na+].C(O[BH-](OC(=O)C)OC(=O)C)(=O)C.[Na+].